This data is from Peptide-MHC class II binding affinity with 134,281 pairs from IEDB. The task is: Regression. Given a peptide amino acid sequence and an MHC pseudo amino acid sequence, predict their binding affinity value. This is MHC class II binding data. The MHC is DRB3_0101 with pseudo-sequence DRB3_0101. The peptide sequence is KNKVVKVLRPAPGGK. The binding affinity (normalized) is 0.